From a dataset of Reaction yield outcomes from USPTO patents with 853,638 reactions. Predict the reaction yield, written as a fraction of the theoretical maximum amount of product (1.0 means a 100% yield; for example, 0.34 means a 34% yield). (1) The reactants are [C:1]1([CH:7](O)[CH:8]=[CH:9][CH3:10])[CH:6]=[CH:5][CH:4]=[CH:3][CH:2]=1.Cl.CC[O:15]CC.C(=O)(O)[O-].[Na+]. The catalyst is O1CCOCC1. The product is [C:1]1([CH:7]=[CH:8][CH:9]([OH:15])[CH3:10])[CH:6]=[CH:5][CH:4]=[CH:3][CH:2]=1. The yield is 0.968. (2) The reactants are [F:1][C:2]1[CH:3]=[N:4][CH:5]=[CH:6][C:7]=1[C:8]1[C:9]([C:16]2[CH:17]=[N:18][CH:19]=[CH:20][CH:21]=2)=[N:10][C:11]([NH2:15])=[C:12]([NH2:14])[CH:13]=1.[F:22][C:23]1[CH:24]=[C:25]([CH:29]=[CH:30][C:31]=1[CH3:32])[C:26](Cl)=[O:27]. The catalyst is N1C=CC=CC=1. The product is [NH2:15][C:11]1[N:10]=[C:9]([C:16]2[CH:17]=[N:18][CH:19]=[CH:20][CH:21]=2)[C:8]([C:7]2[CH:6]=[CH:5][N:4]=[CH:3][C:2]=2[F:1])=[CH:13][C:12]=1[NH:14][C:26](=[O:27])[C:25]1[CH:29]=[CH:30][C:31]([CH3:32])=[C:23]([F:22])[CH:24]=1. The yield is 0.880.